This data is from Catalyst prediction with 721,799 reactions and 888 catalyst types from USPTO. The task is: Predict which catalyst facilitates the given reaction. (1) Reactant: [OH-].[Na+].C[O:4][C:5](=[O:44])[CH2:6][C:7]1[CH:8]=[N:9][CH:10]=[C:11]([C:13]2[CH:18]=[CH:17][C:16]([C:19]([CH2:41][CH3:42])([C:22]3[CH:27]=[CH:26][C:25]([C:28]#[C:29][C:30]([OH:39])([C:35]([F:38])([F:37])[F:36])[C:31]([F:34])([F:33])[F:32])=[C:24]([CH3:40])[CH:23]=3)[CH2:20][CH3:21])=[CH:15][C:14]=2[CH3:43])[CH:12]=1.[Cl-].[NH4+]. Product: [CH2:20]([C:19]([C:16]1[CH:17]=[CH:18][C:13]([C:11]2[CH:12]=[C:7]([CH2:6][C:5]([OH:44])=[O:4])[CH:8]=[N:9][CH:10]=2)=[C:14]([CH3:43])[CH:15]=1)([C:22]1[CH:27]=[CH:26][C:25]([C:28]#[C:29][C:30]([OH:39])([C:35]([F:36])([F:37])[F:38])[C:31]([F:33])([F:34])[F:32])=[C:24]([CH3:40])[CH:23]=1)[CH2:41][CH3:42])[CH3:21]. The catalyst class is: 5. (2) Reactant: [CH3:1][C:2]1[N:7]=[C:6]([C:8]([OH:10])=[O:9])[CH:5]=[CH:4][C:3]=1[N+:11]([O-])=O. Product: [NH2:11][C:3]1[CH:4]=[CH:5][C:6]([C:8]([OH:10])=[O:9])=[N:7][C:2]=1[CH3:1]. The catalyst class is: 19. (3) Reactant: C(OC([NH:8][C:9]1[O:17][C:16]2[C:11](=[N:12][CH:13]=[C:14]([C:18]3[CH:19]=[N:20][N:21]([CH3:23])[CH:22]=3)[CH:15]=2)[C:10]=1[C:24]([NH:26][C:27]1[CH:28]=[N:29][CH:30]=[CH:31][C:32]=1[N:33]1[CH2:38][C@H:37]([C:39]([F:42])([F:41])[F:40])[CH2:36][C@H:35]([NH:43]C(=O)OC(C)(C)C)[CH2:34]1)=[O:25])=O)(C)(C)C.Cl.O1CCOCC1. Product: [NH2:8][C:9]1[O:17][C:16]2[C:11](=[N:12][CH:13]=[C:14]([C:18]3[CH:19]=[N:20][N:21]([CH3:23])[CH:22]=3)[CH:15]=2)[C:10]=1[C:24]([NH:26][C:27]1[CH:28]=[N:29][CH:30]=[CH:31][C:32]=1[N:33]1[CH2:38][C@H:37]([C:39]([F:40])([F:42])[F:41])[CH2:36][C@H:35]([NH2:43])[CH2:34]1)=[O:25]. The catalyst class is: 5. (4) Reactant: [H-].[Na+].[O:3]=[C:4]1[NH:9][CH2:8][CH2:7][N:6]([C:10]([O:12][C:13]([CH3:16])([CH3:15])[CH3:14])=[O:11])[CH2:5]1.[Cl:17][C:18]1[CH:23]=[CH:22][C:21]([CH2:24]Cl)=[CH:20][N:19]=1.C([O-])(O)=O.[Na+]. Product: [Cl:17][C:18]1[N:19]=[CH:20][C:21]([CH2:24][N:9]2[CH2:8][CH2:7][N:6]([C:10]([O:12][C:13]([CH3:16])([CH3:15])[CH3:14])=[O:11])[CH2:5][C:4]2=[O:3])=[CH:22][CH:23]=1. The catalyst class is: 3. (5) Reactant: [OH:1][CH:2]([C:4]1[CH:13]=[CH:12][C:7]([C:8]([O:10][CH3:11])=[O:9])=[CH:6][CH:5]=1)[CH3:3].O[C:15]1[CH:16]=[C:17]([CH:20]=[CH:21][CH:22]=1)[C:18]#[N:19].C1(P(C2C=CC=CC=2)C2C=CC=CC=2)C=CC=CC=1.C(OC(N=NC(OC(C)C)=O)=O)(C)C. Product: [C:18]([C:17]1[CH:20]=[CH:21][C:22]([O:1][CH:2]([C:4]2[CH:13]=[CH:12][C:7]([C:8]([O:10][CH3:11])=[O:9])=[CH:6][CH:5]=2)[CH3:3])=[CH:15][CH:16]=1)#[N:19]. The catalyst class is: 30. (6) Reactant: [C:1]([O:5][C:6](=[O:26])[NH:7][C@@H:8]1[CH2:14][CH:13]=[C:12]([CH2:15]Cl)[CH2:11][N:10]([O:17][CH2:18][C:19]2[CH:24]=[CH:23][CH:22]=[CH:21][CH:20]=2)[C:9]1=[O:25])([CH3:4])([CH3:3])[CH3:2].[NH:27]1[CH2:32][CH2:31][O:30][CH2:29][CH2:28]1. Product: [C:1]([O:5][C:6](=[O:26])[NH:7][C@@H:8]1[CH2:14][CH:13]=[C:12]([CH2:15][N:27]2[CH2:32][CH2:31][O:30][CH2:29][CH2:28]2)[CH2:11][N:10]([O:17][CH2:18][C:19]2[CH:24]=[CH:23][CH:22]=[CH:21][CH:20]=2)[C:9]1=[O:25])([CH3:4])([CH3:3])[CH3:2]. The catalyst class is: 10. (7) The catalyst class is: 6. Product: [CH:9]1([CH2:8][CH:7]([CH3:14])[CH2:6][CH2:5][OH:4])[CH2:13][CH2:12][CH2:11][CH2:10]1. Reactant: C([O:4][CH2:5][CH2:6][CH:7]([CH3:14])[CH2:8][CH:9]1[CH2:13][CH2:12][CH2:11][CH2:10]1)(=O)C.[OH-].[Na+].